From a dataset of Full USPTO retrosynthesis dataset with 1.9M reactions from patents (1976-2016). Predict the reactants needed to synthesize the given product. (1) Given the product [CH:8]1([CH2:7][C:4]2[S:5][CH:6]=[C:2]([C:24]3[CH:25]=[C:26]4[C:21](=[C:22]([C:36]([NH2:38])=[O:37])[CH:23]=3)[NH:20][CH:19]=[C:18]4[CH:15]3[CH2:14][CH2:13][S:12](=[O:11])(=[O:39])[CH2:17][CH2:16]3)[CH:3]=2)[CH2:10][CH2:9]1, predict the reactants needed to synthesize it. The reactants are: Br[C:2]1[CH:3]=[C:4]([CH2:7][CH:8]2[CH2:10][CH2:9]2)[S:5][CH:6]=1.[O:11]=[S:12]1(=[O:39])[CH2:17][CH2:16][CH:15]([C:18]2[C:26]3[C:21](=[C:22]([C:36]([NH2:38])=[O:37])[CH:23]=[C:24](B4OC(C)(C)C(C)(C)O4)[CH:25]=3)[NH:20][CH:19]=2)[CH2:14][CH2:13]1.C([O-])([O-])=O.[K+].[K+].C(Cl)Cl. (2) Given the product [F:1][C:2]1([F:25])[CH2:7][CH2:6][C:5]([CH2:9][NH:10][C:11]([C:13]2[C:14]3[CH:15]=[CH:16][C:17]([N:44]4[CH2:45][CH2:46][CH:42]([N:37]5[CH2:41][CH2:40][CH2:39][CH2:38]5)[CH2:43]4)=[N:18][C:19]=3[CH:20]=[CH:21][C:22]=2[Cl:23])=[O:12])([OH:8])[CH2:4][CH2:3]1, predict the reactants needed to synthesize it. The reactants are: [F:1][C:2]1([F:25])[CH2:7][CH2:6][C:5]([CH2:9][NH:10][C:11]([C:13]2[C:14]3[CH:15]=[CH:16][C:17](Cl)=[N:18][C:19]=3[CH:20]=[CH:21][C:22]=2[Cl:23])=[O:12])([OH:8])[CH2:4][CH2:3]1.CCN(C(C)C)C(C)C.Cl.Cl.[N:37]1([CH:42]2[CH2:46][CH2:45][NH:44][CH2:43]2)[CH2:41][CH2:40][CH2:39][CH2:38]1. (3) The reactants are: Br[C:2]1[N:6]2[CH:7]=[CH:8][C:9]([O:11][CH3:12])=[N:10][C:5]2=[N:4][CH:3]=1.CC1(C)C(C)(C)OB([C:21]2[CH:22]=[C:23]([C:27]3[C:28]([C:33]#[N:34])=[CH:29][CH:30]=[CH:31][CH:32]=3)[CH:24]=[CH:25][CH:26]=2)O1. Given the product [CH3:12][O:11][C:9]1[CH:8]=[CH:7][N:6]2[C:2]([C:25]3[CH:24]=[C:23]([C:27]4[C:28]([C:33]#[N:34])=[CH:29][CH:30]=[CH:31][CH:32]=4)[CH:22]=[CH:21][CH:26]=3)=[CH:3][N:4]=[C:5]2[N:10]=1, predict the reactants needed to synthesize it.